Task: Regression/Classification. Given a drug SMILES string, predict its absorption, distribution, metabolism, or excretion properties. Task type varies by dataset: regression for continuous measurements (e.g., permeability, clearance, half-life) or binary classification for categorical outcomes (e.g., BBB penetration, CYP inhibition). Dataset: cyp2d6_veith.. Dataset: CYP2D6 inhibition data for predicting drug metabolism from PubChem BioAssay (1) The drug is COC(=O)N1CCC2(CC1)CCN(c1ccncc1)CC2. The result is 0 (non-inhibitor). (2) The drug is CON/C=C(\C=Nc1ccccc1)c1ncc(C(F)(F)F)cc1Cl. The result is 0 (non-inhibitor). (3) The drug is CNc1ccnc(-c2ccccc2C(F)(F)F)n1. The result is 0 (non-inhibitor). (4) The drug is CNC(=O)c1nnn(Cc2ccccc2)c1NC(=O)C(F)(F)F. The result is 0 (non-inhibitor). (5) The drug is FC(F)(F)c1ccccc1-c1nc(NC2CCNCC2)c2ccccc2n1. The result is 0 (non-inhibitor).